Dataset: Reaction yield outcomes from USPTO patents with 853,638 reactions. Task: Predict the reaction yield, written as a fraction of the theoretical maximum amount of product (1.0 means a 100% yield; for example, 0.34 means a 34% yield). (1) The reactants are [F:1][C:2]1[CH:7]=[CH:6][C:5]([C:8]2[N:9]=[C:10]3[CH:15]=[CH:14][C:13]([C:16]4[CH:17]=[C:18]([CH:22]=[CH:23][CH:24]=4)[C:19]([OH:21])=O)=[CH:12][N:11]3[C:25]=2[C:26](=[O:29])[NH:27][CH3:28])=[CH:4][CH:3]=1.[C:30]1([C:36]([NH2:39])([CH3:38])[CH3:37])[CH:35]=[CH:34][CH:33]=[CH:32][CH:31]=1.CN(C=O)C.CN(C(ON1N=NC2C=CC=NC1=2)=[N+](C)C)C.F[P-](F)(F)(F)(F)F. The catalyst is CO. The product is [F:1][C:2]1[CH:7]=[CH:6][C:5]([C:8]2[N:9]=[C:10]3[CH:15]=[CH:14][C:13]([C:16]4[CH:24]=[CH:23][CH:22]=[C:18]([C:19](=[O:21])[NH:39][C:36]([C:30]5[CH:35]=[CH:34][CH:33]=[CH:32][CH:31]=5)([CH3:38])[CH3:37])[CH:17]=4)=[CH:12][N:11]3[C:25]=2[C:26]([NH:27][CH3:28])=[O:29])=[CH:4][CH:3]=1. The yield is 0.440. (2) The reactants are [C:1]([NH:5][C:6]([C:8]1[C:9]([C:21]2[S:25][C:24]3[CH:26]=[CH:27][C:28]([CH3:30])=[CH:29][C:23]=3[CH:22]=2)=[N:10][N:11](COCC[Si](C)(C)C)[CH:12]=1)=[O:7])([CH3:4])([CH3:3])[CH3:2].FC(F)(F)C(O)=O.CO.[OH-].[NH4+]. The catalyst is ClCCl. The product is [C:1]([NH:5][C:6]([C:8]1[C:9]([C:21]2[S:25][C:24]3[CH:26]=[CH:27][C:28]([CH3:30])=[CH:29][C:23]=3[CH:22]=2)=[N:10][NH:11][CH:12]=1)=[O:7])([CH3:4])([CH3:3])[CH3:2]. The yield is 0.350. (3) The reactants are [NH2:1][C:2]1[C:3]([N+:18]([O-])=O)=[C:4]([CH:9]=[C:10]([N:12]2[CH2:17][CH2:16][O:15][CH2:14][CH2:13]2)[CH:11]=1)[C:5]([O:7][CH3:8])=[O:6]. The catalyst is CO.[Pd]. The product is [NH2:18][C:3]1[C:2]([NH2:1])=[CH:11][C:10]([N:12]2[CH2:17][CH2:16][O:15][CH2:14][CH2:13]2)=[CH:9][C:4]=1[C:5]([O:7][CH3:8])=[O:6]. The yield is 0.801.